From a dataset of Reaction yield outcomes from USPTO patents with 853,638 reactions. Predict the reaction yield, written as a fraction of the theoretical maximum amount of product (1.0 means a 100% yield; for example, 0.34 means a 34% yield). (1) The reactants are [CH2:1]([O:17][CH2:18][C@H:19]1[C@H:23]([CH2:24][O:25][CH2:26][CH2:27][CH2:28][CH2:29][CH2:30][CH2:31][CH2:32][CH2:33]/[CH:34]=[CH:35]\[CH2:36][CH2:37][CH2:38][CH2:39][CH2:40][CH3:41])[CH2:22][NH:21][CH2:20]1)[CH2:2][CH2:3][CH2:4][CH2:5][CH2:6][CH2:7][CH2:8]/[CH:9]=[CH:10]\[CH2:11][CH2:12][CH2:13][CH2:14][CH2:15][CH3:16].C=O.[C:44](O[BH-](OC(=O)C)OC(=O)C)(=O)C.[Na+]. The catalyst is ClCCCl.CO. The product is [CH2:26]([O:25][CH2:24][C@H:23]1[C@H:19]([CH2:18][O:17][CH2:1][CH2:2][CH2:3][CH2:4][CH2:5][CH2:6][CH2:7][CH2:8]/[CH:9]=[CH:10]\[CH2:11][CH2:12][CH2:13][CH2:14][CH2:15][CH3:16])[CH2:20][N:21]([CH3:44])[CH2:22]1)[CH2:27][CH2:28][CH2:29][CH2:30][CH2:31][CH2:32][CH2:33]/[CH:34]=[CH:35]\[CH2:36][CH2:37][CH2:38][CH2:39][CH2:40][CH3:41]. The yield is 0.971. (2) The reactants are [NH2:1][C:2]1[CH:30]=[CH:29][C:5]([O:6][C:7]2[N:12]=[CH:11][N:10]=[C:9]([NH:13][C:14](=[O:28])[N:15]([CH3:27])[CH:16]3[CH2:21][CH2:20][N:19]([CH:22]4[CH2:25][N:24]([CH3:26])[CH2:23]4)[CH2:18][CH2:17]3)[CH:8]=2)=[C:4]([F:31])[CH:3]=1.[C@]12(CS(O)(=O)=O)C(C)(C)C(CC1)CC2=O.[C:47]1([CH2:53][C:54]([N:56]=[C:57]=[S:58])=[O:55])[CH:52]=[CH:51][CH:50]=[CH:49][CH:48]=1.C(OCC)C. The catalyst is C(O)C.C1(C)C=CC=CC=1. The product is [F:31][C:4]1[CH:3]=[C:2]([NH:1][C:57]([NH:56][C:54](=[O:55])[CH2:53][C:47]2[CH:48]=[CH:49][CH:50]=[CH:51][CH:52]=2)=[S:58])[CH:30]=[CH:29][C:5]=1[O:6][C:7]1[N:12]=[CH:11][N:10]=[C:9]([NH:13][C:14](=[O:28])[N:15]([CH3:27])[CH:16]2[CH2:17][CH2:18][N:19]([CH:22]3[CH2:23][N:24]([CH3:26])[CH2:25]3)[CH2:20][CH2:21]2)[CH:8]=1. The yield is 0.134. (3) The reactants are I[CH2:2][C@@H:3]([CH3:16])[CH2:4][N:5]1[C:14]2[C:9](=[CH:10][CH:11]=[CH:12][CH:13]=2)[CH:8]=[CH:7][C:6]1=[O:15].[CH2:17]([O:20][CH:21]1[CH2:26][CH2:25][NH:24][CH2:23][CH2:22]1)[CH2:18][CH3:19]. The catalyst is CC#N. The product is [CH3:16][C@H:3]([CH2:2][N:24]1[CH2:25][CH2:26][CH:21]([O:20][CH2:17][CH2:18][CH3:19])[CH2:22][CH2:23]1)[CH2:4][N:5]1[C:14]2[C:9](=[CH:10][CH:11]=[CH:12][CH:13]=2)[CH:8]=[CH:7][C:6]1=[O:15]. The yield is 0.170. (4) The reactants are [C:1]([C:3]1[C:4](OS(C(F)(F)F)(=O)=O)=[N:5][C:6]([C:14]2[S:15][CH:16]=[CH:17][CH:18]=2)=[CH:7][C:8]=1[C:9]1[CH:13]=[CH:12][O:11][CH:10]=1)#[N:2].C(N(CC)CC)C.Cl.[NH2:35][CH2:36][C:37]1[CH:46]=[CH:45][C:40]([C:41]([O:43][CH3:44])=[O:42])=[CH:39][CH:38]=1. The catalyst is CN(C=O)C. The product is [CH3:44][O:43][C:41](=[O:42])[C:40]1[CH:45]=[CH:46][C:37]([CH2:36][NH:35][C:4]2[C:3]([C:1]#[N:2])=[C:8]([C:9]3[CH:13]=[CH:12][O:11][CH:10]=3)[CH:7]=[C:6]([C:14]3[S:15][CH:16]=[CH:17][CH:18]=3)[N:5]=2)=[CH:38][CH:39]=1. The yield is 0.870. (5) The reactants are [N:1]1[CH:6]=[CH:5][C:4]([NH:7][C:8]2[C:16]3[C:11](=[CH:12][CH:13]=[CH:14][CH:15]=3)[NH:10][C:9]=2[C:17]([O:19][CH2:20][CH3:21])=[O:18])=[CH:3][CH:2]=1.CC(C)([O-])C.[K+].O1CCCC1.Br[CH2:34][C:35]([O:37][CH2:38][CH3:39])=[O:36]. The catalyst is CN(C)C=O. The product is [CH2:20]([O:19][C:17]([C:9]1[N:10]([CH2:34][C:35]([O:37][CH2:38][CH3:39])=[O:36])[C:11]2[C:16]([C:8]=1[NH:7][C:4]1[CH:5]=[CH:6][N:1]=[CH:2][CH:3]=1)=[CH:15][CH:14]=[CH:13][CH:12]=2)=[O:18])[CH3:21]. The yield is 0.500. (6) The reactants are [C:1]([O:5][C:6]([N:8]1[CH2:12][CH:11]=[C:10](B2OC(C)(C)C(C)(C)O2)[CH2:9]1)=[O:7])([CH3:4])([CH3:3])[CH3:2].Br[C:23]1[CH:30]=[CH:29][C:26]([C:27]#[N:28])=[CH:25][C:24]=1[C:31]([F:34])([F:33])[F:32].C(=O)([O-])[O-].[K+].[K+]. The catalyst is CN(C)C=O.CCOCC. The product is [C:1]([O:5][C:6]([N:8]1[CH2:12][CH:11]=[C:10]([C:23]2[CH:30]=[CH:29][C:26]([C:27]#[N:28])=[CH:25][C:24]=2[C:31]([F:32])([F:33])[F:34])[CH2:9]1)=[O:7])([CH3:2])([CH3:3])[CH3:4]. The yield is 0.560.